The task is: Predict the reaction yield, written as a fraction of the theoretical maximum amount of product (1.0 means a 100% yield; for example, 0.34 means a 34% yield).. This data is from Reaction yield outcomes from USPTO patents with 853,638 reactions. The reactants are [CH3:1][O:2][CH2:3][C:4]1[NH:8][C:7]2[CH:9]=[CH:10][CH:11]=[C:12]([C:13]([OH:16])([CH3:15])[CH3:14])[C:6]=2[N:5]=1.Br[CH2:18][C:19]1[CH:38]=[CH:37][C:22]2/[C:23](=[C:33](/[CH3:36])\[C:34]#[N:35])/[C:24]3[CH:31]=[CH:30][C:29]([F:32])=[CH:28][C:25]=3[O:26][CH2:27][C:21]=2[CH:20]=1. No catalyst specified. The product is [F:32][C:29]1[CH:30]=[CH:31][C:24]2=[C:25]([CH:28]=1)[O:26][CH2:27][C:21]1[CH:20]=[C:19]([CH2:18][N:8]3[C:7]4[CH:9]=[CH:10][CH:11]=[C:12]([C:13]([OH:16])([CH3:14])[CH3:15])[C:6]=4[N:5]=[C:4]3[CH2:3][O:2][CH3:1])[CH:38]=[CH:37][C:22]=1/[C:23]/2=[C:33](/[CH3:36])\[C:34]#[N:35]. The yield is 0.990.